This data is from NCI-60 drug combinations with 297,098 pairs across 59 cell lines. The task is: Regression. Given two drug SMILES strings and cell line genomic features, predict the synergy score measuring deviation from expected non-interaction effect. (1) Drug 1: COC1=C(C=C2C(=C1)N=CN=C2NC3=CC(=C(C=C3)F)Cl)OCCCN4CCOCC4. Drug 2: CN1C(=O)N2C=NC(=C2N=N1)C(=O)N. Cell line: DU-145. Synergy scores: CSS=33.2, Synergy_ZIP=4.38, Synergy_Bliss=4.98, Synergy_Loewe=-15.3, Synergy_HSA=1.78. (2) Drug 1: CN(C)C1=NC(=NC(=N1)N(C)C)N(C)C. Drug 2: CC(C)NC(=O)C1=CC=C(C=C1)CNNC.Cl. Cell line: HOP-92. Synergy scores: CSS=8.23, Synergy_ZIP=-0.239, Synergy_Bliss=2.12, Synergy_Loewe=1.42, Synergy_HSA=1.26. (3) Drug 1: C1=C(C(=O)NC(=O)N1)N(CCCl)CCCl. Drug 2: C1=NC(=NC(=O)N1C2C(C(C(O2)CO)O)O)N. Cell line: MCF7. Synergy scores: CSS=21.0, Synergy_ZIP=-6.99, Synergy_Bliss=-1.16, Synergy_Loewe=-1.29, Synergy_HSA=-0.706.